Predict the reactants needed to synthesize the given product. From a dataset of Full USPTO retrosynthesis dataset with 1.9M reactions from patents (1976-2016). (1) Given the product [NH2:8][C:6]1[CH:5]=[CH:4][C:3]([N:11]2[CH2:16][CH2:15][CH2:14][O:13][C:12]2=[O:17])=[C:2]([Cl:1])[CH:7]=1, predict the reactants needed to synthesize it. The reactants are: [Cl:1][C:2]1[CH:7]=[C:6]([N+:8]([O-])=O)[CH:5]=[CH:4][C:3]=1[N:11]1[CH2:16][CH2:15][CH2:14][O:13][C:12]1=[O:17].[H][H]. (2) Given the product [CH3:33][C:13]1[N:14]=[C:15]2[C:20]([NH:21][CH2:22][C:23]3[C:28]([CH3:29])=[CH:27][CH:26]=[CH:25][C:24]=3[CH2:30][O:31][CH3:32])=[CH:19][C:18]([CH3:38])=[CH:17][N:16]2[C:12]=1[CH2:7][OH:9], predict the reactants needed to synthesize it. The reactants are: [H-].[Al+3].[Li+].[H-].[H-].[H-].[C:7]([C:12]1[N:16]2[CH:17]=[CH:18][CH:19]=[C:20]([NH:21][CH2:22][C:23]3[C:28]([CH3:29])=[CH:27][CH:26]=[CH:25][C:24]=3[CH2:30][O:31][CH3:32])[C:15]2=[N:14][C:13]=1[CH3:33])([O:9]CC)=O.O.[OH-].[Na+].O1CCC[CH2:38]1. (3) Given the product [F:30][C:28]1[CH:29]=[C:24]([CH:25]=[C:26]([F:31])[CH:27]=1)[O:23][CH2:22][CH2:21][O:20][C:11]1[C:12]2[C:17](=[CH:16][CH:15]=[CH:14][CH:13]=2)[CH:18]=[CH:19][C:10]=1[C:8]([NH:7][C:4]([CH3:5])([CH3:6])[C:3]([OH:32])=[O:2])=[O:9], predict the reactants needed to synthesize it. The reactants are: C[O:2][C:3](=[O:32])[C:4]([NH:7][C:8]([C:10]1[CH:19]=[CH:18][C:17]2[C:12](=[CH:13][CH:14]=[CH:15][CH:16]=2)[C:11]=1[O:20][CH2:21][CH2:22][O:23][C:24]1[CH:29]=[C:28]([F:30])[CH:27]=[C:26]([F:31])[CH:25]=1)=[O:9])([CH3:6])[CH3:5].[OH-].[Na+].